This data is from Peptide-MHC class I binding affinity with 185,985 pairs from IEDB/IMGT. The task is: Regression. Given a peptide amino acid sequence and an MHC pseudo amino acid sequence, predict their binding affinity value. This is MHC class I binding data. The peptide sequence is VSTCFKLMLK. The MHC is HLA-A11:01 with pseudo-sequence HLA-A11:01. The binding affinity (normalized) is 0.748.